From a dataset of Full USPTO retrosynthesis dataset with 1.9M reactions from patents (1976-2016). Predict the reactants needed to synthesize the given product. (1) Given the product [C:1]([C:3]1[S:4][C:5]([N:13]([C@H:16]2[CH2:17][CH2:18][C@H:19]([N:22]([CH3:24])[CH3:23])[CH2:20][CH2:21]2)[CH2:14][CH3:15])=[C:6]([CH3:12])[C:7]=1[C:8]([OH:10])=[O:9])#[N:2], predict the reactants needed to synthesize it. The reactants are: [C:1]([C:3]1[S:4][C:5]([N:13]([C@H:16]2[CH2:21][CH2:20][C@H:19]([N:22]([CH3:24])[CH3:23])[CH2:18][CH2:17]2)[CH2:14][CH3:15])=[C:6]([CH3:12])[C:7]=1[C:8]([O:10]C)=[O:9])#[N:2].[OH-].[Na+]. (2) Given the product [Cl:1][C:2]1[CH:3]=[C:4]2[C:14](=[CH:15][CH:16]=1)[C:8]1([CH2:13][CH2:12][O:11][CH2:10][CH2:9]1)[C:7](=[O:17])[C:6]([C:18]([NH:29][CH2:28][C:27]([O:26][CH3:25])=[O:30])=[O:19])=[C:5]2[OH:23], predict the reactants needed to synthesize it. The reactants are: [Cl:1][C:2]1[CH:3]=[C:4]2[C:14](=[CH:15][CH:16]=1)[C:8]1([CH2:13][CH2:12][O:11][CH2:10][CH2:9]1)[C:7](=[O:17])[C:6]([C:18](OCC)=[O:19])=[C:5]2[OH:23].Cl.[CH3:25][O:26][C:27](=[O:30])[CH2:28][NH2:29].CCN(C(C)C)C(C)C. (3) Given the product [NH2:1][C:2]1[NH:3][C:4](=[O:9])[N:5]([CH2:22][C:21]2[CH:24]=[CH:25][CH:26]=[CH:27][C:20]=2[F:19])[C:6](=[O:8])[CH:7]=1, predict the reactants needed to synthesize it. The reactants are: [NH2:1][C:2]1[CH:7]=[C:6]([OH:8])[N:5]=[C:4]([OH:9])[N:3]=1.C[Si](N[Si](C)(C)C)(C)C.[F:19][C:20]1[CH:27]=[CH:26][CH:25]=[CH:24][C:21]=1[CH2:22]Br.S([O-])([O-])(=O)=S.[Na+].[Na+].C(=O)(O)[O-].[Na+]. (4) Given the product [CH:1]1([N:6]2[CH2:12][CH2:11][C:10](=[O:13])[NH:9][C:8]3[CH:14]=[N:15][C:16]([NH:18][C:19]4[CH:27]=[CH:26][C:22]([C:23]([NH:63][CH:64]5[CH2:69][CH2:68][N:67]([CH3:70])[CH2:66][CH2:65]5)=[O:25])=[CH:21][C:20]=4[O:28][CH3:29])=[N:17][C:7]2=3)[CH2:2][CH2:3][CH2:4][CH2:5]1, predict the reactants needed to synthesize it. The reactants are: [CH:1]1([N:6]2[CH2:12][CH2:11][C:10](=[O:13])[NH:9][C:8]3[CH:14]=[N:15][C:16]([NH:18][C:19]4[CH:27]=[CH:26][C:22]([C:23]([OH:25])=O)=[CH:21][C:20]=4[O:28][CH3:29])=[N:17][C:7]2=3)[CH2:5][CH2:4][CH2:3][CH2:2]1.F[P-](F)(F)(F)(F)F.CN(C(N(C)C)=[N+]1C2C(=NC=CC=2)[N+]([O-])=N1)C.C(N(C(C)C)C(C)C)C.[NH2:63][CH:64]1[CH2:69][CH2:68][N:67]([CH3:70])[CH2:66][CH2:65]1. (5) Given the product [C:32]1([C:56]2[CH:61]=[CH:60][CH:59]=[CH:58][CH:57]=2)[CH:37]=[CH:36][CH:35]=[C:34]([NH:38][C@@H:39]([CH2:43][C:44]2[CH:49]=[CH:48][C:47]([O:50][CH3:51])=[C:46]([O:52][CH3:53])[C:45]=2[O:54][CH3:55])[C:6]([NH:7][C@H:8]([C:10](=[O:30])[NH:11][C@H:12]([B:17]2[O:25][C@H:24]3[C@:19]([CH3:29])([C@H:20]4[CH2:26][C@@H:22]([CH2:23]3)[C:21]4([CH3:28])[CH3:27])[O:18]2)[CH2:13][CH:14]([CH3:15])[CH3:16])[CH3:9])=[O:31])[CH:33]=1, predict the reactants needed to synthesize it. The reactants are: C(O[C:6](=[O:31])[NH:7][C@H:8]([C:10](=[O:30])[NH:11][C@H:12]([B:17]1[O:25][C@H:24]2[C@:19]([CH3:29])([C@H:20]3[CH2:26][C@@H:22]([CH2:23]2)[C:21]3([CH3:28])[CH3:27])[O:18]1)[CH2:13][CH:14]([CH3:16])[CH3:15])[CH3:9])(C)(C)C.[C:32]1([C:56]2[CH:61]=[CH:60][CH:59]=[CH:58][CH:57]=2)[CH:37]=[CH:36][CH:35]=[C:34]([NH:38][C@@H:39]([CH2:43][C:44]2[CH:49]=[CH:48][C:47]([O:50][CH3:51])=[C:46]([O:52][CH3:53])[C:45]=2[O:54][CH3:55])C(O)=O)[CH:33]=1.